Task: Predict which catalyst facilitates the given reaction.. Dataset: Catalyst prediction with 721,799 reactions and 888 catalyst types from USPTO (1) Reactant: C[O:2][C:3]1[CH:8]=[C:7]([C:9]2[N:10]=[C:11]([NH:19][CH2:20][C:21]([CH3:24])([NH2:23])[CH3:22])[C:12]3[C:17]([CH:18]=2)=[CH:16][N:15]=[CH:14][CH:13]=3)[CH:6]=[CH:5][N:4]=1.I[Si](C)(C)C.CO. The catalyst class is: 22. Product: [NH2:23][C:21]([CH3:24])([CH3:22])[CH2:20][NH:19][C:11]1[C:12]2[C:17](=[CH:16][N:15]=[CH:14][CH:13]=2)[CH:18]=[C:9]([C:7]2[CH:6]=[CH:5][NH:4][C:3](=[O:2])[CH:8]=2)[N:10]=1. (2) Reactant: FC(F)(F)C(O)=O.[CH2:8]([O:15][C:16]([C:18]([CH3:47])([CH3:46])[CH2:19][CH:20]1[NH:24][CH:23]([C:25]([OH:27])=O)[CH:22]([C:28]2[CH:33]=[CH:32][CH:31]=[C:30]([Cl:34])[C:29]=2[F:35])[C:21]1([C:38]1[CH:43]=[CH:42][C:41]([Cl:44])=[CH:40][C:39]=1[F:45])[C:36]#[N:37])=[O:17])[C:9]1[CH:14]=[CH:13][CH:12]=[CH:11][CH:10]=1.CC1(C)[O:53][C@@H:52]([CH2:54][CH2:55][NH2:56])[CH2:51][O:50]1.CN(C(ON1N=NC2C=CC=NC1=2)=[N+](C)C)C.F[P-](F)(F)(F)(F)F.CCN(C(C)C)C(C)C.Cl. Product: [OH:53][C@H:52]([CH2:51][OH:50])[CH2:54][CH2:55][NH:56][C:25]([CH:23]1[CH:22]([C:28]2[CH:33]=[CH:32][CH:31]=[C:30]([Cl:34])[C:29]=2[F:35])[C:21]([C:38]2[CH:43]=[CH:42][C:41]([Cl:44])=[CH:40][C:39]=2[F:45])([C:36]#[N:37])[CH:20]([CH2:19][C:18]([C:16]([O:15][CH2:8][C:9]2[CH:10]=[CH:11][CH:12]=[CH:13][CH:14]=2)=[O:17])([CH3:47])[CH3:46])[NH:24]1)=[O:27]. The catalyst class is: 539. (3) Reactant: [CH2:1]([C:3]1[CH:8]=[CH:7][C:6]([NH:9][C:10]2[C:19]([F:20])=[C:18]([F:21])[CH:17]=[CH:16][C:11]=2[C:12]([NH:14][NH2:15])=[O:13])=[C:5]([F:22])[CH:4]=1)[CH3:2].C(O[C:26](OCC)(OCC)[CH2:27][CH3:28])C.CS(O)(=O)=O.O. Product: [CH2:1]([C:3]1[CH:8]=[CH:7][C:6]([NH:9][C:10]2[C:11]([C:12]3[O:13][C:26]([CH2:27][CH3:28])=[N:15][N:14]=3)=[CH:16][CH:17]=[C:18]([F:21])[C:19]=2[F:20])=[C:5]([F:22])[CH:4]=1)[CH3:2]. The catalyst class is: 12. (4) Reactant: [OH-].[NH4+:2].[Cl:3][C:4]1[C:5]([F:17])=[C:6]([CH:10]=[C:11]([N+:14]([O-:16])=[O:15])[C:12]=1F)[C:7]([OH:9])=[O:8].Cl. Product: [NH2:2][C:12]1[C:11]([N+:14]([O-:16])=[O:15])=[CH:10][C:6]([C:7]([OH:9])=[O:8])=[C:5]([F:17])[C:4]=1[Cl:3]. The catalyst class is: 6. (5) Reactant: [Br:1][C:2]1[CH:3]=[C:4]([NH:12][CH:13]2[CH2:18][CH2:17][O:16][CH2:15][CH2:14]2)[C:5]([CH3:11])=[C:6]([CH:10]=1)[C:7]([O-:9])=[O:8].[CH:19](=O)[CH2:20][CH3:21].[C:23](O)(=O)C.C(O[BH-](OC(=O)C)OC(=O)C)(=O)C.[Na+]. Product: [Br:1][C:2]1[CH:3]=[C:4]([N:12]([CH2:19][CH2:20][CH3:21])[CH:13]2[CH2:18][CH2:17][O:16][CH2:15][CH2:14]2)[C:5]([CH3:11])=[C:6]([CH:10]=1)[C:7]([O:9][CH3:23])=[O:8]. The catalyst class is: 68. (6) Reactant: [C:1]([O:5][C:6]1[CH:13]=[CH:12][C:9]([CH:10]=O)=[CH:8][CH:7]=1)([CH3:4])([CH3:3])[CH3:2].[NH:14]1[CH2:20][C:18](=[O:19])[NH:17][C:15]1=[O:16].NCC(O)C. Product: [C:1]([O:5][C:6]1[CH:13]=[CH:12][C:9]([CH:10]=[C:20]2[NH:14][C:15](=[O:16])[NH:17][C:18]2=[O:19])=[CH:8][CH:7]=1)([CH3:4])([CH3:3])[CH3:2]. The catalyst class is: 6. (7) Reactant: [F:1][C:2]([F:7])([F:6])[C:3]([OH:5])=[O:4].[CH3:8][O:9][C:10]1[CH:11]=[C:12]([CH2:18][NH2:19])[N:13]=[N:14][C:15]=1[O:16][CH3:17].[N:20]#[C:21]Br. Product: [F:1][C:2]([F:7])([F:6])[C:3]([OH:5])=[O:4].[CH3:17][O:16][C:15]1[C:10]([O:9][CH3:8])=[CH:11][C:12]2[N:13]([C:21]([NH2:20])=[N:19][CH:18]=2)[N:14]=1. The catalyst class is: 40. (8) The catalyst class is: 116. Product: [CH3:1][O:2][C:3]1[CH:4]=[CH:5][C:6]([C:7]([CH:9]2[CH2:14][CH2:13][N:12]([CH:15]3[CH2:19][CH2:18][N:17]([CH2:24][C:25]4[NH:26][C:27](=[O:35])[CH:28]5[CH:33]=[N:32][N:31]([CH3:34])[CH:29]5[N:30]=4)[C:16]3=[O:20])[CH2:11][CH2:10]2)=[O:8])=[CH:21][CH:22]=1. Reactant: [CH3:1][O:2][C:3]1[CH:22]=[CH:21][C:6]([C:7]([CH:9]2[CH2:14][CH2:13][N:12]([CH:15]3[CH2:19][CH2:18][NH:17][C:16]3=[O:20])[CH2:11][CH2:10]2)=[O:8])=[CH:5][CH:4]=1.Cl[CH2:24][C:25]1[NH:26][C:27](=[O:35])[C:28]2[CH:33]=[N:32][N:31]([CH3:34])[C:29]=2[N:30]=1.[H-].[Na+].